Dataset: Full USPTO retrosynthesis dataset with 1.9M reactions from patents (1976-2016). Task: Predict the reactants needed to synthesize the given product. (1) Given the product [F:17][C:18]1[CH:23]=[C:22]([F:24])[CH:21]=[CH:20][C:19]=1[C:25]1[N:26]=[C:27]([N:30]2[CH2:31][CH2:32][N:33]([C:9]([NH:8][C:5]3[O:4][N:3]=[C:2]([CH3:1])[C:6]=3[CH3:7])=[O:16])[CH2:34][CH2:35]2)[S:28][CH:29]=1, predict the reactants needed to synthesize it. The reactants are: [CH3:1][C:2]1[C:6]([CH3:7])=[C:5]([NH:8][C:9](=[O:16])OCC(Cl)(Cl)Cl)[O:4][N:3]=1.[F:17][C:18]1[CH:23]=[C:22]([F:24])[CH:21]=[CH:20][C:19]=1[C:25]1[N:26]=[C:27]([N:30]2[CH2:35][CH2:34][NH:33][CH2:32][CH2:31]2)[S:28][CH:29]=1.C(N(C(C)C)CC)(C)C.O. (2) The reactants are: [OH:1][CH2:2][C:3]1[C:8]2[CH:9]([OH:15])[CH2:10][CH2:11][CH2:12][CH2:13][CH2:14][C:7]=2[CH:6]=[CH:5][CH:4]=1.C(N(CC)CC)C.[C:23]([Si:27]([CH3:30])([CH3:29])Cl)([CH3:26])([CH3:25])[CH3:24].O. Given the product [Si:27]([O:1][CH2:2][C:3]1[C:8]2[CH:9]([OH:15])[CH2:10][CH2:11][CH2:12][CH2:13][CH2:14][C:7]=2[CH:6]=[CH:5][CH:4]=1)([C:23]([CH3:26])([CH3:25])[CH3:24])([CH3:30])[CH3:29], predict the reactants needed to synthesize it. (3) The reactants are: [C:1]([O:5][C:6]([N:8]1[C:16]2[C:11](=[CH:12][C:13]([O:17][C:18]3[C:23]([CH3:24])=[CH:22][C:21]([N+:25]([O-])=O)=[CH:20][C:19]=3[CH3:28])=[CH:14][CH:15]=2)[C:10]([CH2:29][CH2:30][CH2:31][CH2:32][CH3:33])=[N:9]1)=[O:7])([CH3:4])([CH3:3])[CH3:2]. Given the product [C:1]([O:5][C:6]([N:8]1[C:16]2[C:11](=[CH:12][C:13]([O:17][C:18]3[C:19]([CH3:28])=[CH:20][C:21]([NH2:25])=[CH:22][C:23]=3[CH3:24])=[CH:14][CH:15]=2)[C:10]([CH2:29][CH2:30][CH2:31][CH2:32][CH3:33])=[N:9]1)=[O:7])([CH3:4])([CH3:3])[CH3:2], predict the reactants needed to synthesize it. (4) Given the product [CH3:6][CH:1]=[CH2:2].[CH3:10][CH:9]=[CH2:8].[CH3:13][CH:12]=[CH2:11].[CH3:16][CH:15]=[CH2:14].[CH3:19][CH:18]=[CH2:17].[CH2:20]=[CH:21][CH3:22], predict the reactants needed to synthesize it. The reactants are: [C:1]1(O)[CH:6]=CC=C[CH:2]=1.[CH3:8][CH:9]=[CH2:10].[CH3:11][CH:12]=[CH2:13].[CH3:14][CH:15]=[CH2:16].[CH3:17][CH:18]=[CH2:19].[CH3:20][CH:21]=[CH2:22]. (5) Given the product [C:12]([O:20][CH2:21][CH:22]1[C:23]([CH3:25])([CH3:24])[O:9]1)(=[O:19])[C:13]1[CH:18]=[CH:17][CH:16]=[CH:15][CH:14]=1, predict the reactants needed to synthesize it. The reactants are: C1C=C(Cl)C=C(C(OO)=[O:9])C=1.[C:12]([O:20][CH2:21][CH:22]=[C:23]([CH3:25])[CH3:24])(=[O:19])[C:13]1[CH:18]=[CH:17][CH:16]=[CH:15][CH:14]=1. (6) Given the product [CH:12]1[C:20]2[C:19]3[CH:21]=[CH:22][CH:23]=[CH:24][C:18]=3[O:17][C:16]=2[C:15]([C:5]2[CH:6]=[CH:7][CH:8]=[CH:9][C:4]=2[C:3]([O:2][CH3:1])=[O:11])=[CH:14][CH:13]=1, predict the reactants needed to synthesize it. The reactants are: [CH3:1][O:2][C:3](=[O:11])[C:4]1[CH:9]=[CH:8][CH:7]=[CH:6][C:5]=1Br.[CH:12]1[C:20]2[C:19]3[CH:21]=[CH:22][CH:23]=[CH:24][C:18]=3[O:17][C:16]=2[C:15](B(O)O)=[CH:14][CH:13]=1.C([O-])([O-])=O.[K+].[K+]. (7) Given the product [Cl:16][C:10]1[CH:11]=[CH:12][CH:13]=[C:14]([F:15])[C:9]=1[C@@H:7]1[CH2:8][C@H:6]1[CH:4]([NH:3][O:2][CH3:1])[CH3:5], predict the reactants needed to synthesize it. The reactants are: [CH3:1][O:2][N:3]=[C:4]([C@@H:6]1[CH2:8][C@H:7]1[C:9]1[C:14]([F:15])=[CH:13][CH:12]=[CH:11][C:10]=1[Cl:16])[CH3:5].C([BH3-])#N.[Na+]. (8) Given the product [OH:22][CH2:21][C@H:20]([NH:25][C:26](=[O:35])[O:27][CH2:28][C:29]1[CH:34]=[CH:33][CH:32]=[CH:31][CH:30]=1)[C@H:19]([C:23](=[O:24])[NH:15][C:12]1[CH:13]=[CH:14][C:7]2[CH2:6][CH2:5][N:4]([CH3:3])[CH2:10][CH2:9][C:8]=2[CH:11]=1)[CH2:16][CH:17]=[CH2:18], predict the reactants needed to synthesize it. The reactants are: Cl.Cl.[CH3:3][N:4]1[CH2:10][CH2:9][C:8]2[CH:11]=[C:12]([NH2:15])[CH:13]=[CH:14][C:7]=2[CH2:6][CH2:5]1.[CH2:16]([C@H:19]1[C:23](=[O:24])[O:22][CH2:21][C@@H:20]1[NH:25][C:26](=[O:35])[O:27][CH2:28][C:29]1[CH:34]=[CH:33][CH:32]=[CH:31][CH:30]=1)[CH:17]=[CH2:18].C[Al](C)C.